From a dataset of Forward reaction prediction with 1.9M reactions from USPTO patents (1976-2016). Predict the product of the given reaction. Given the reactants [CH3:1][CH:2]([OH:4])[CH3:3].Cl[C:6]([O:8][CH2:9][Cl:10])=[O:7].N1C=CC=CC=1, predict the reaction product. The product is: [C:6](=[O:7])([O:4][CH:2]([CH3:3])[CH3:1])[O:8][CH2:9][Cl:10].